Task: Predict the product of the given reaction.. Dataset: Forward reaction prediction with 1.9M reactions from USPTO patents (1976-2016) (1) Given the reactants Cl.[F:2][C:3]1[C:8]([NH:9][C:10]2[C:15]([C:16]3[N:24]=[CH:23][N:22]=[C:21]4[C:17]=3[N:18]=[CH:19][N:20]4C3CCCCO3)=[CH:14][CH:13]=[CH:12][N:11]=2)=[C:7]([F:31])[CH:6]=[CH:5][C:4]=1[NH:32][S:33]([C:36]1[C:37]2[CH:38]=[CH:39][N:40]([CH3:45])[C:41]=2[CH:42]=[CH:43][CH:44]=1)(=[O:35])=[O:34], predict the reaction product. The product is: [N:24]1[C:16]([C:15]2[C:10]([NH:9][C:8]3[C:3]([F:2])=[C:4]([NH:32][S:33]([C:36]4[C:37]5[CH:38]=[CH:39][N:40]([CH3:45])[C:41]=5[CH:42]=[CH:43][CH:44]=4)(=[O:34])=[O:35])[CH:5]=[CH:6][C:7]=3[F:31])=[N:11][CH:12]=[CH:13][CH:14]=2)=[C:17]2[C:21]([NH:20][CH:19]=[N:18]2)=[N:22][CH:23]=1. (2) Given the reactants [C:1]1([CH2:11][CH:12]([C:15]#[N:16])[C:13]#[N:14])[C:10]2[C:5](=[CH:6][CH:7]=[CH:8][CH:9]=2)[CH:4]=[CH:3][CH:2]=1.O.[NH2:18][NH2:19], predict the reaction product. The product is: [C:1]1([CH2:11][C:12]2[C:13]([NH2:14])=[N:18][NH:19][C:15]=2[NH2:16])[C:10]2[C:5](=[CH:6][CH:7]=[CH:8][CH:9]=2)[CH:4]=[CH:3][CH:2]=1. (3) Given the reactants [NH:1]1[CH:5]=[C:4]([NH2:6])[CH:3]=[N:2]1.[C:7]1([CH2:13][O:14][C:15]2[CH:23]=[CH:22][C:21]([C:24]3[CH:29]=[CH:28][N:27]=[CH:26][CH:25]=3)=[CH:20][C:16]=2[C:17](O)=[O:18])[CH:12]=[CH:11][CH:10]=[CH:9][CH:8]=1.C(Cl)CCl.C1C=CC2N(O)N=NC=2C=1, predict the reaction product. The product is: [C:7]1([CH2:13][O:14][C:15]2[CH:23]=[CH:22][C:21]([C:24]3[CH:25]=[CH:26][N:27]=[CH:28][CH:29]=3)=[CH:20][C:16]=2[C:17]([NH:6][C:4]2[CH:5]=[N:1][NH:2][CH:3]=2)=[O:18])[CH:8]=[CH:9][CH:10]=[CH:11][CH:12]=1. (4) Given the reactants [CH3:1][S:2]([CH2:5][CH2:6][CH2:7][OH:8])(=[O:4])=[O:3].N(C(N1CCCCC1)=O)=NC(N1CCCCC1)=O.[Cl:27][C:28]1[CH:47]=[CH:46][C:31]([NH:32][C:33]2[C:42]3[C:37](=[CH:38][C:39](O)=[C:40]([O:43][CH3:44])[CH:41]=3)[N:36]=[CH:35][N:34]=2)=[C:30]([F:48])[CH:29]=1.C(P(CCCC)CCCC)CCC.Cl, predict the reaction product. The product is: [ClH:27].[Cl:27][C:28]1[CH:47]=[CH:46][C:31]([NH:32][C:33]2[C:42]3[C:37](=[CH:38][C:39]([O:8][CH2:7][CH2:6][CH2:5][S:2]([CH3:1])(=[O:4])=[O:3])=[C:40]([O:43][CH3:44])[CH:41]=3)[N:36]=[CH:35][N:34]=2)=[C:30]([F:48])[CH:29]=1. (5) Given the reactants CS(O[CH2:6][CH2:7][O:8][C:9]1[CH:14]=[CH:13][C:12]([CH2:15][N:16]([C:31]([O:33][C:34]([CH3:37])([CH3:36])[CH3:35])=[O:32])[CH2:17][C@H:18]([OH:30])[C:19]2[C:27]3[S:26][C:25](=[O:28])[NH:24][C:23]=3[C:22]([OH:29])=[CH:21][CH:20]=2)=[CH:11][CH:10]=1)(=O)=O.[CH:38]([C:41]1[S:42][C:43]([C:46]([N:48]2[CH2:53][C:52]3([CH2:58][CH2:57][NH:56][CH2:55][CH2:54]3)[O:51][CH2:50][CH2:49]2)=[O:47])=[CH:44][N:45]=1)([CH3:40])[CH3:39].C(N(CC)CC)C, predict the reaction product. The product is: [OH:30][C@H:18]([C:19]1[C:27]2[S:26][C:25](=[O:28])[NH:24][C:23]=2[C:22]([OH:29])=[CH:21][CH:20]=1)[CH2:17][N:16]([CH2:15][C:12]1[CH:11]=[CH:10][C:9]([O:8][CH2:7][CH2:6][N:56]2[CH2:55][CH2:54][C:52]3([O:51][CH2:50][CH2:49][N:48]([C:46]([C:43]4[S:42][C:41]([CH:38]([CH3:40])[CH3:39])=[N:45][CH:44]=4)=[O:47])[CH2:53]3)[CH2:58][CH2:57]2)=[CH:14][CH:13]=1)[C:31](=[O:32])[O:33][C:34]([CH3:37])([CH3:35])[CH3:36]. (6) Given the reactants C([O:4][C@@H:5]1[C@@H:10]([O:11]C(=O)C)[C@H:9]([O:15]C(=O)C)[C@@H:8]([CH2:19][O:20]C(=O)C)[O:7][C@H:6]1[O:24][C:25]1[C:29]([CH2:30][C:31]2[CH:36]=[CH:35][C:34](OCCN)=[CH:33][C:32]=2[CH3:41])=[C:28]([CH:42]([CH3:44])[CH3:43])[NH:27][N:26]=1)(=O)C.[CH3:45][S:46]([NH:49][CH:50](OC1C=CC=CC=1)OC1C=CC=CC=1)(=[O:48])=[O:47].[NH2:65][CH2:66][CH2:67][OH:68], predict the reaction product. The product is: [C@@H:6]1([O:24][C:25]2[C:29]([CH2:30][C:31]3[CH:36]=[CH:35][C:34]([O:68][CH2:67][CH2:66][NH:65][C:50]([NH:65][CH2:66][CH2:67][OH:68])=[N:49][S:46]([CH3:45])(=[O:47])=[O:48])=[CH:33][C:32]=3[CH3:41])=[C:28]([CH:42]([CH3:43])[CH3:44])[NH:27][N:26]=2)[O:7][C@H:8]([CH2:19][OH:20])[C@@H:9]([OH:15])[C@H:10]([OH:11])[C@H:5]1[OH:4]. (7) Given the reactants C([O:8][C:9]1[CH:14]=[C:13]([CH:15]([CH3:17])[CH3:16])[CH:12]=[CH:11][C:10]=1[CH2:18][CH2:19][NH:20][C:21](=[O:27])[O:22][C:23]([CH3:26])([CH3:25])[CH3:24])C1C=CC=CC=1, predict the reaction product. The product is: [OH:8][C:9]1[CH:14]=[C:13]([CH:15]([CH3:16])[CH3:17])[CH:12]=[CH:11][C:10]=1[CH2:18][CH2:19][NH:20][C:21](=[O:27])[O:22][C:23]([CH3:24])([CH3:26])[CH3:25].